The task is: Predict the reactants needed to synthesize the given product.. This data is from Full USPTO retrosynthesis dataset with 1.9M reactions from patents (1976-2016). (1) The reactants are: Br[C:2]1[C:10]2[C:9]([NH:11][C:12]3[CH:13]=[C:14]4[C:18](=[CH:19][CH:20]=3)[NH:17][N:16]=[CH:15]4)=[N:8][CH:7]=[N:6][C:5]=2[NH:4][CH:3]=1.[C:21]1(B(O)O)[CH:26]=[CH:25][CH:24]=[CH:23][CH:22]=1. Given the product [NH:17]1[C:18]2[C:14](=[CH:13][C:12]([NH:11][C:9]3[C:10]4[C:2]([C:21]5[CH:26]=[CH:25][CH:24]=[CH:23][CH:22]=5)=[CH:3][NH:4][C:5]=4[N:6]=[CH:7][N:8]=3)=[CH:20][CH:19]=2)[CH:15]=[N:16]1, predict the reactants needed to synthesize it. (2) Given the product [C:17]([C:16]1[C:9]2[C:10](=[N:11][CH:12]=[CH:13][C:8]=2[C:6]2[CH:7]=[C:2]([F:1])[CH:3]=[CH:4][C:5]=2[O:25][CH3:26])[NH:14][C:15]=1[C:19]1[CH2:20][CH2:21][N:22]([CH2:35][C:36]([N:38]([CH3:40])[CH3:39])=[O:37])[CH2:23][CH:24]=1)#[N:18], predict the reactants needed to synthesize it. The reactants are: [F:1][C:2]1[CH:3]=[CH:4][C:5]([O:25][CH3:26])=[C:6]([C:8]2[CH:13]=[CH:12][N:11]=[C:10]3[NH:14][C:15]([C:19]4[CH2:20][CH2:21][NH:22][CH2:23][CH:24]=4)=[C:16]([C:17]#[N:18])[C:9]=23)[CH:7]=1.C(N(CC)CC)C.Cl[CH2:35][C:36]([N:38]([CH3:40])[CH3:39])=[O:37]. (3) Given the product [F:1][C:2]1[CH:3]=[CH:4][C:5]([C:8]2[O:9][C:10]3[CH:21]=[C:20]([CH2:22][CH2:23][CH3:24])[C:19]([O:28][CH:29]([CH3:31])[CH3:30])=[CH:18][C:11]=3[C:12]=2[C:13]([O:15][CH2:16][CH3:17])=[O:14])=[CH:6][CH:7]=1, predict the reactants needed to synthesize it. The reactants are: [F:1][C:2]1[CH:7]=[CH:6][C:5]([C:8]2[O:9][C:10]3[CH:21]=[C:20]([CH2:22][CH2:23][C:24](F)(F)F)[C:19]([O:28][CH:29]([CH3:31])[CH3:30])=[CH:18][C:11]=3[C:12]=2[C:13]([O:15][CH2:16][CH3:17])=[O:14])=[CH:4][CH:3]=1.BrC1C(OC(C)C)=CC2C(C(OCC)=O)=C(C3C=CC(F)=CC=3)OC=2C=1. (4) The reactants are: [Na].[CH3:2][CH:3]1[O:8][CH2:7][CH2:6][N:5]([C:9]2[N:10]=[C:11]([CH2:16][C:17]([OH:19])=O)[NH:12][C:13](=[O:15])[CH:14]=2)[CH2:4]1.[Cl:20][C:21]1[CH:29]=[CH:28][CH:27]=[C:26]2[C:22]=1[CH2:23][CH2:24][NH:25]2.Cl.CN(C)CCCN=C=NCC. Given the product [Cl:20][C:21]1[CH:29]=[CH:28][CH:27]=[C:26]2[C:22]=1[CH2:23][CH2:24][N:25]2[C:17](=[O:19])[CH2:16][C:11]1[NH:12][C:13](=[O:15])[CH:14]=[C:9]([N:5]2[CH2:6][CH2:7][O:8][CH:3]([CH3:2])[CH2:4]2)[N:10]=1, predict the reactants needed to synthesize it. (5) Given the product [CH3:15][CH:7]1[C:6]([CH3:17])([CH3:16])[C:5]2[CH:21]=[C:26]([CH3:27])[C:25]([C:24]([CH3:23])=[O:34])=[CH:11][C:10]=2[C:9]([CH3:12])([CH3:13])[CH2:8]1, predict the reactants needed to synthesize it. The reactants are: CC1[CH2:11][C:10]2[C:9]([CH3:13])([CH3:12])[CH:8](C)[CH:7]([CH3:15])[C:6]([CH3:17])([CH3:16])[C:5]=2C(=O)C1.CC1(C)C(C)C(C)[C:27](C)(C)[C:26]2[CH2:25][C:24](=[O:34])[CH2:23]C[C:21]1=2.